This data is from Forward reaction prediction with 1.9M reactions from USPTO patents (1976-2016). The task is: Predict the product of the given reaction. (1) Given the reactants Cl[C:2]1[N:7]=[C:6]([C:8]2[O:12][C:11]([C:13]([CH3:16])([CH3:15])[CH3:14])=[N:10][C:9]=2[C:17]2[C:18]([F:35])=[C:19]([NH:23][S:24]([C:27]3[C:32]([F:33])=[CH:31][CH:30]=[CH:29][C:28]=3[F:34])(=[O:26])=[O:25])[CH:20]=[CH:21][CH:22]=2)[CH:5]=[CH:4][N:3]=1.[OH-].[NH4+:37], predict the reaction product. The product is: [NH2:37][C:2]1[N:7]=[C:6]([C:8]2[O:12][C:11]([C:13]([CH3:16])([CH3:15])[CH3:14])=[N:10][C:9]=2[C:17]2[C:18]([F:35])=[C:19]([NH:23][S:24]([C:27]3[C:32]([F:33])=[CH:31][CH:30]=[CH:29][C:28]=3[F:34])(=[O:26])=[O:25])[CH:20]=[CH:21][CH:22]=2)[CH:5]=[CH:4][N:3]=1. (2) Given the reactants Cl.[CH2:2]([O:9][C:10]1[CH:11]=[C:12]([CH:16]([NH2:24])[C:17]2[C:22]([Cl:23])=[N:21][CH:20]=[CH:19][N:18]=2)[CH:13]=[CH:14][CH:15]=1)[C:3]1[CH:8]=[CH:7][CH:6]=[CH:5][CH:4]=1.C(N(CC)C(C)C)(C)C.[CH3:34][S:35][C:36](=[O:38])Cl, predict the reaction product. The product is: [CH3:34][S:35][C:36](=[O:38])[NH:24][CH:16]([C:12]1[CH:13]=[CH:14][CH:15]=[C:10]([O:9][CH2:2][C:3]2[CH:4]=[CH:5][CH:6]=[CH:7][CH:8]=2)[CH:11]=1)[C:17]1[C:22]([Cl:23])=[N:21][CH:20]=[CH:19][N:18]=1. (3) Given the reactants [O:1]1[CH:3]([CH2:4][CH2:5][CH3:6])[CH2:2]1.[NH2:7][C@H:8]1[C:21]2[C:12](=[CH:13][C:14]3[C:15]([CH3:23])=[CH:16][C:17]([Cl:22])=[N:18][C:19]=3[CH:20]=2)[O:11][C:10]([CH3:25])([CH3:24])[C@@H:9]1[OH:26].Cl([O-])(=O)(=O)=O.[Li+].C(OCC)(=O)C, predict the reaction product. The product is: [Cl:22][C:17]1[CH:16]=[C:15]([CH3:23])[C:14]2[CH:13]=[C:12]3[O:11][C:10]([CH3:24])([CH3:25])[C@H:9]([OH:26])[C@@H:8]([NH:7][CH2:2][CH:3]([OH:1])[CH2:4][CH2:5][CH3:6])[C:21]3=[CH:20][C:19]=2[N:18]=1. (4) Given the reactants [CH2:1]([O:8][C:9]1[CH:14]=[CH:13][C:12]([C:15](=O)[CH2:16][C:17]2[CH:22]=[CH:21][N:20]=[CH:19][CH:18]=2)=[CH:11][CH:10]=1)[C:2]1[CH:7]=[CH:6][CH:5]=[CH:4][CH:3]=1.C(O[CH:27]([N:31]([CH3:33])C)OCC)C.C[NH:35]N, predict the reaction product. The product is: [CH2:1]([O:8][C:9]1[CH:14]=[CH:13][C:12]([C:15]2[C:16]([C:17]3[CH:22]=[CH:21][N:20]=[CH:19][CH:18]=3)=[CH:27][N:31]([CH3:33])[N:35]=2)=[CH:11][CH:10]=1)[C:2]1[CH:7]=[CH:6][CH:5]=[CH:4][CH:3]=1. (5) Given the reactants O.[NH2:2][NH2:3].[Br:4][C:5]1[CH:28]=[N:27][C:8]2=[N:9][C:10]([N:14]3[CH2:17][C:16]([NH:19][C:20](=[O:26])[O:21][C:22]([CH3:25])([CH3:24])[CH3:23])([CH3:18])[CH2:15]3)=[C:11](Cl)[N:12]=[C:7]2[CH:6]=1, predict the reaction product. The product is: [Br:4][C:5]1[CH:28]=[N:27][C:8]2=[N:9][C:10]([N:14]3[CH2:17][C:16]([NH:19][C:20](=[O:26])[O:21][C:22]([CH3:25])([CH3:24])[CH3:23])([CH3:18])[CH2:15]3)=[C:11]([NH:2][NH2:3])[N:12]=[C:7]2[CH:6]=1.